Task: Predict the reaction yield, written as a fraction of the theoretical maximum amount of product (1.0 means a 100% yield; for example, 0.34 means a 34% yield).. Dataset: Reaction yield outcomes from USPTO patents with 853,638 reactions (1) The reactants are C([C:5]1[C:10]2[CH2:11][C:12]([CH2:19][CH2:20][CH2:21][CH2:22][CH3:23])([CH2:14][CH2:15][CH2:16][CH2:17][CH3:18])[O:13][C:9]=2[CH:8]=[C:7]([C:24]([CH3:27])([CH3:26])[CH3:25])[C:6]=1[OH:28])(C)(C)C.O. The catalyst is ClCCl.CS(O)(=O)=O. The product is [C:24]([C:7]1[C:6]([OH:28])=[CH:5][C:10]2[CH2:11][C:12]([CH2:19][CH2:20][CH2:21][CH2:22][CH3:23])([CH2:14][CH2:15][CH2:16][CH2:17][CH3:18])[O:13][C:9]=2[CH:8]=1)([CH3:25])([CH3:27])[CH3:26]. The yield is 0.220. (2) The reactants are Cl[C:2]1[N:7]=[CH:6][C:5]([C:8]2[NH:12][C:11]3[CH:13]=[CH:14][CH:15]=[C:16]([C:17]([NH:19][C:20]4[S:21][CH:22]=[CH:23][N:24]=4)=[O:18])[C:10]=3[N:9]=2)=[CH:4][CH:3]=1.[N:25]1([C:31]([O:33][C:34]([CH3:37])([CH3:36])[CH3:35])=[O:32])[CH2:30][CH2:29][NH:28][CH2:27][CH2:26]1. The catalyst is CS(C)=O.O. The product is [S:21]1[CH:22]=[CH:23][N:24]=[C:20]1[NH:19][C:17]([C:16]1[C:10]2[N:9]=[C:8]([C:5]3[CH:4]=[CH:3][C:2]([N:28]4[CH2:27][CH2:26][N:25]([C:31]([O:33][C:34]([CH3:37])([CH3:36])[CH3:35])=[O:32])[CH2:30][CH2:29]4)=[N:7][CH:6]=3)[NH:12][C:11]=2[CH:13]=[CH:14][CH:15]=1)=[O:18]. The yield is 0.710. (3) The reactants are Cl[C:2]1[C:3]2[N:10]([CH3:11])[CH:9]=[CH:8][C:4]=2[N:5]=[CH:6][N:7]=1.[NH2:12][C:13]1[CH:18]=[CH:17][C:16]([OH:19])=[C:15]([Cl:20])[CH:14]=1.C(=O)([O-])[O-].[K+].[K+]. The catalyst is CN1CCCC1=O. The product is [Cl:20][C:15]1[CH:14]=[C:13]([CH:18]=[CH:17][C:16]=1[O:19][C:2]1[C:3]2[N:10]([CH3:11])[CH:9]=[CH:8][C:4]=2[N:5]=[CH:6][N:7]=1)[NH2:12]. The yield is 0.320. (4) The reactants are [Br:1][C:2]1[CH:9]=[CH:8][CH:7]=[CH:6][C:3]=1[CH:4]=[O:5]. The catalyst is C(OCC)C. The product is [Br:1][C:2]1[CH:9]=[CH:8][CH:7]=[CH:6][C:3]=1[CH:4]([OH:5])[CH2:4][C:3]1[CH:6]=[CH:7][CH:8]=[CH:9][CH:2]=1. The yield is 0.330. (5) The reactants are CO[C:3]([C:5]1[S:6][C:7]2[CH:13]=[CH:12][C:11]([CH2:14][C:15]([OH:17])=O)=[CH:10][C:8]=2[CH:9]=1)=[O:4].C(Cl)CCl.[CH:22]1[CH:23]=[CH:24][C:25]2[N:30](O)N=[N:28][C:26]=2[CH:27]=1.[NH2:32][C:33]1[CH:38]=[CH:37][CH:36]=[CH:35][CH:34]=1. The catalyst is CN(C=O)C. The product is [NH2:30][C:25]1[CH:24]=[CH:23][CH:22]=[CH:27][C:26]=1[NH:28][C:3]([C:5]1[S:6][C:7]2[CH:13]=[CH:12][C:11]([CH2:14][C:15]([NH:32][C:33]3[CH:38]=[CH:37][CH:36]=[CH:35][CH:34]=3)=[O:17])=[CH:10][C:8]=2[CH:9]=1)=[O:4]. The yield is 0.880.